From a dataset of Catalyst prediction with 721,799 reactions and 888 catalyst types from USPTO. Predict which catalyst facilitates the given reaction. Reactant: Br[C:2]1[C:3]([CH3:17])=[CH:4][C:5]2[C:10]([CH3:12])([CH3:11])[O:9][C:8](=[O:13])[N:7]([CH2:14][CH3:15])[C:6]=2[CH:16]=1.[F:18][C:19]([F:33])([F:32])[O:20][C:21]1[CH:26]=[CH:25][C:24]([CH:27]=[O:28])=[CH:23][C:22]=1B(O)O.C1(C)C=CC=CC=1.C([O-])([O-])=O.[K+].[K+]. Product: [CH2:14]([N:7]1[C:6]2[CH:16]=[C:2]([C:26]3[CH:25]=[C:24]([CH:23]=[CH:22][C:21]=3[O:20][C:19]([F:18])([F:32])[F:33])[CH:27]=[O:28])[C:3]([CH3:17])=[CH:4][C:5]=2[C:10]([CH3:12])([CH3:11])[O:9][C:8]1=[O:13])[CH3:15]. The catalyst class is: 461.